Dataset: Peptide-MHC class II binding affinity with 134,281 pairs from IEDB. Task: Regression. Given a peptide amino acid sequence and an MHC pseudo amino acid sequence, predict their binding affinity value. This is MHC class II binding data. (1) The peptide sequence is SNMTQRVVIALLVLAKK. The MHC is DRB1_0901 with pseudo-sequence DRB1_0901. The binding affinity (normalized) is 0.520. (2) The peptide sequence is VTSAPDTRPAP. The MHC is DRB1_0101 with pseudo-sequence DRB1_0101. The binding affinity (normalized) is 0. (3) The peptide sequence is ACSLFLNYAVSFNYF. The MHC is HLA-DPA10201-DPB10101 with pseudo-sequence HLA-DPA10201-DPB10101. The binding affinity (normalized) is 0.616. (4) The peptide sequence is GELQIVDKIDAAFKW. The MHC is DRB1_1302 with pseudo-sequence DRB1_1302. The binding affinity (normalized) is 0.540. (5) The binding affinity (normalized) is 0.213. The peptide sequence is VDCRPFNGGESKLKA. The MHC is HLA-DPA10201-DPB10101 with pseudo-sequence HLA-DPA10201-DPB10101.